From a dataset of Reaction yield outcomes from USPTO patents with 853,638 reactions. Predict the reaction yield, written as a fraction of the theoretical maximum amount of product (1.0 means a 100% yield; for example, 0.34 means a 34% yield). (1) The reactants are I[C:2]1[N:14](S(C2C=CC(C)=CC=2)(=O)=O)[C:5]2=[N:6][CH:7]=[C:8]3[CH:12]=[N:11][N:10]([CH3:13])[C:9]3=[C:4]2[CH:3]=1.[CH3:25][O:26][C:27]1[CH:28]=[C:29]2[C:33](=[CH:34][CH:35]=1)[N:32]([CH3:36])[CH:31]=[C:30]2B1OC(C)(C)C(C)(C)O1.C([O-])([O-])=O.[Na+].[Na+].[OH-].[Na+]. The catalyst is O1CCOCC1.O.C1C=CC([P]([Pd]([P](C2C=CC=CC=2)(C2C=CC=CC=2)C2C=CC=CC=2)([P](C2C=CC=CC=2)(C2C=CC=CC=2)C2C=CC=CC=2)[P](C2C=CC=CC=2)(C2C=CC=CC=2)C2C=CC=CC=2)(C2C=CC=CC=2)C2C=CC=CC=2)=CC=1.CO. The product is [CH3:25][O:26][C:27]1[CH:28]=[C:29]2[C:33](=[CH:34][CH:35]=1)[N:32]([CH3:36])[CH:31]=[C:30]2[C:2]1[NH:14][C:5]2=[N:6][CH:7]=[C:8]3[CH:12]=[N:11][N:10]([CH3:13])[C:9]3=[C:4]2[CH:3]=1. The yield is 0.220. (2) The reactants are [CH2:1]([C:5]1[N:6]=[C:7]([NH2:10])[S:8][CH:9]=1)[CH2:2][CH2:3][CH3:4].[Cl:11][C:12]1[C:13]([CH3:22])=[C:14]([S:18](Cl)(=[O:20])=[O:19])[CH:15]=[CH:16][CH:17]=1. No catalyst specified. The product is [CH2:1]([C:5]1[N:6]=[C:7]([NH:10][S:18]([C:14]2[CH:15]=[CH:16][CH:17]=[C:12]([Cl:11])[C:13]=2[CH3:22])(=[O:19])=[O:20])[S:8][CH:9]=1)[CH2:2][CH2:3][CH3:4]. The yield is 0.220. (3) The catalyst is CN(C)C=O.C(OCC)(=O)C. The yield is 0.520. The reactants are [Br:1][C:2]1[N:3]=[CH:4][NH:5][C:6]=1[C:7]([O:9][CH2:10][CH3:11])=[O:8].[H-].[Na+].Cl[CH2:15][O:16][CH2:17][CH2:18][Si:19]([CH3:22])([CH3:21])[CH3:20]. The product is [Br:1][C:2]1[N:3]=[CH:4][N:5]([CH2:15][O:16][CH2:17][CH2:18][Si:19]([CH3:22])([CH3:21])[CH3:20])[C:6]=1[C:7]([O:9][CH2:10][CH3:11])=[O:8]. (4) The reactants are [CH2:1]([C:3]1[N:8]([C:9]2[CH:14]=[CH:13][C:12]([O:15][CH:16]3[CH2:20][CH2:19][CH2:18][C@H:17]3[OH:21])=[CH:11][CH:10]=2)[C:7](=[O:22])[C:6]([CH2:23][C:24]2[CH:29]=[CH:28][C:27]([C:30]3[CH:35]=[CH:34][CH:33]=[CH:32][C:31]=3[C:36]3[NH:40][C:39](=[O:41])[O:38][N:37]=3)=[CH:26][CH:25]=2)=[C:5]([CH2:42][CH2:43][CH3:44])[N:4]=1)[CH3:2].CC(OI1(OC(C)=O)(OC(C)=O)OC(=O)C2C1=CC=CC=2)=O.C(OCC)(=O)C.S([O-])([O-])(=O)=S.[Na+].[Na+]. The catalyst is ClCCl.O. The product is [CH2:1]([C:3]1[N:8]([C:9]2[CH:10]=[CH:11][C:12]([O:15][CH:16]3[CH2:20][CH2:19][CH2:18][C:17]3=[O:21])=[CH:13][CH:14]=2)[C:7](=[O:22])[C:6]([CH2:23][C:24]2[CH:29]=[CH:28][C:27]([C:30]3[CH:35]=[CH:34][CH:33]=[CH:32][C:31]=3[C:36]3[NH:40][C:39](=[O:41])[O:38][N:37]=3)=[CH:26][CH:25]=2)=[C:5]([CH2:42][CH2:43][CH3:44])[N:4]=1)[CH3:2]. The yield is 0.650. (5) The reactants are Br[CH2:2][C:3]1[S:4][C:5]2[CH:11]=[CH:10][CH:9]=[CH:8][C:6]=2[N:7]=1.Cl.Cl.[F:14][CH2:15][CH2:16][O:17][C:18]1[CH:23]=[CH:22][CH:21]=[CH:20][C:19]=1[N:24]1[CH2:29][CH2:28][NH:27][CH2:26][CH2:25]1. The catalyst is C(#N)C.C(N(CC)CC)C. The product is [F:14][CH2:15][CH2:16][O:17][C:18]1[CH:23]=[CH:22][CH:21]=[CH:20][C:19]=1[N:24]1[CH2:25][CH2:26][N:27]([CH2:2][C:3]2[S:4][C:5]3[CH:11]=[CH:10][CH:9]=[CH:8][C:6]=3[N:7]=2)[CH2:28][CH2:29]1. The yield is 0.610. (6) The reactants are [C:1]1([C:22]2[CH:27]=[CH:26][CH:25]=[CH:24][CH:23]=2)[CH:6]=[CH:5][CH:4]=[CH:3][C:2]=1[NH:7][C:8]([O:10][CH:11]1[CH2:16][CH2:15][N:14]([CH2:17][CH2:18][C:19]([OH:21])=O)[CH2:13][CH2:12]1)=[O:9].CN(C(ON1N=NC2C=CC=NC1=2)=[N+](C)C)C.F[P-](F)(F)(F)(F)F.[NH2:52][CH2:53][CH2:54][CH2:55][CH2:56][CH2:57][OH:58].CCN(C(C)C)C(C)C. The catalyst is C(Cl)Cl.CS(C)=O. The product is [O:58]=[CH:57][CH2:56][CH2:55][CH2:54][CH2:53][NH:52][C:19]([CH2:18][CH2:17][N:14]1[CH2:13][CH2:12][CH:11]([O:10][C:8](=[O:9])[NH:7][C:2]2[CH:3]=[CH:4][CH:5]=[CH:6][C:1]=2[C:22]2[CH:23]=[CH:24][CH:25]=[CH:26][CH:27]=2)[CH2:16][CH2:15]1)=[O:21]. The yield is 0.800. (7) The reactants are [Mg].Cl[CH:3]([CH3:5])[CH3:4].[CH:6]([Si:8]([CH3:11])([CH3:10])[CH3:9])=C.C(OCC)(=[O:14])C. The catalyst is [Cl-].[Na+].O.CC(C)[O-].[Ti+4].CC(C)[O-].CC(C)[O-].CC(C)[O-].C(OCC)C. The product is [CH3:4][C:3]1([OH:14])[CH2:5][CH:6]1[Si:8]([CH3:11])([CH3:10])[CH3:9]. The yield is 0.520.